From a dataset of Forward reaction prediction with 1.9M reactions from USPTO patents (1976-2016). Predict the product of the given reaction. (1) Given the reactants S(O[CH2:8][CH3:9])(OCC)(=O)=[O:2].[CH2:10]([N:12]([CH2:15][CH3:16])[CH2:13][CH3:14])[CH3:11].C(O)C.[OH-].[Na+], predict the reaction product. The product is: [OH-:2].[CH2:10]([N+:12]([CH2:8][CH3:9])([CH2:15][CH3:16])[CH2:13][CH3:14])[CH3:11]. (2) The product is: [Cl:13][C:14]1[CH:15]=[CH:16][C:17]([C:18]([NH:32][CH2:31][CH:30]([NH:29][C:27]([O:26][CH:23]([CH3:25])[CH3:24])=[O:28])[CH2:33][C:34]2[CH:39]=[CH:38][CH:37]=[CH:36][CH:35]=2)=[O:20])=[CH:21][CH:22]=1. Given the reactants C(N1C=CN=C1)(N1C=CN=C1)=O.[Cl:13][C:14]1[CH:22]=[CH:21][C:17]([C:18]([OH:20])=O)=[CH:16][CH:15]=1.[CH:23]([O:26][C:27]([NH:29][CH:30]([CH2:33][C:34]1[CH:39]=[CH:38][CH:37]=[CH:36][CH:35]=1)[CH2:31][NH2:32])=[O:28])([CH3:25])[CH3:24], predict the reaction product.